This data is from Forward reaction prediction with 1.9M reactions from USPTO patents (1976-2016). The task is: Predict the product of the given reaction. (1) Given the reactants [CH3:1][C:2]1[C:15]2[C:16]3=[C:17]4[C:8](=[CH:9][CH:10]=[C:11]([CH2:18][O:19][C@@H:20]5[C@H:24]([OH:25])[C@@H:23]([CH2:26][OH:27])[O:22][C@H:21]5[N:28]5[CH:35]=[CH:34][C:32](=[O:33])[NH:31][C:29]5=[O:30])[C:12]4=[CH:13][CH:14]=2)[CH:7]=[CH:6][C:5]3=[CH:4][CH:3]=1.[C:36](Cl)([C:53]1[CH:58]=[CH:57][CH:56]=[CH:55][CH:54]=1)([C:45]1[CH:52]=[CH:51][C:48]([O:49][CH3:50])=[CH:47][CH:46]=1)[C:37]1[CH:44]=[CH:43][C:40]([O:41][CH3:42])=[CH:39][CH:38]=1, predict the reaction product. The product is: [CH3:50][O:49][C:48]1[CH:47]=[CH:46][C:45]([C:36]([O:27][CH2:26][C@H:23]2[O:22][C@@H:21]([N:28]3[CH:35]=[CH:34][C:32](=[O:33])[NH:31][C:29]3=[O:30])[C@H:20]([O:19][CH2:18][C:11]3[C:12]4[C:17]5=[C:16]6[C:15](=[CH:14][CH:13]=4)[C:2]([CH3:1])=[CH:3][CH:4]=[C:5]6[CH:6]=[CH:7][C:8]5=[CH:9][CH:10]=3)[C@@H:24]2[OH:25])([C:53]2[CH:54]=[CH:55][CH:56]=[CH:57][CH:58]=2)[C:37]2[CH:44]=[CH:43][C:40]([O:41][CH3:42])=[CH:39][CH:38]=2)=[CH:52][CH:51]=1. (2) Given the reactants Cl[C:2]1[CH:11]=[C:10]2[C:5]([CH:6]=[C:7]([C:13]3[CH:14]=[CH:15][C:16]([F:29])=[C:17]([NH:19][C:20]([NH:22][CH2:23][CH2:24][C:25]([CH3:28])([CH3:27])[CH3:26])=[O:21])[CH:18]=3)[C:8]([CH3:12])=[N:9]2)=[CH:4][N:3]=1.CC1(C)C2C(=C(P(C3C=CC=CC=3)C3C=CC=CC=3)C=CC=2)OC2C(P(C3C=CC=CC=3)C3C=CC=CC=3)=CC=CC1=2.C([O-])([O-])=O.[Cs+].[Cs+].[C:78]([NH2:81])(=[O:80])[CH3:79], predict the reaction product. The product is: [CH3:26][C:25]([CH3:28])([CH3:27])[CH2:24][CH2:23][NH:22][C:20](=[O:21])[NH:19][C:17]1[CH:18]=[C:13]([C:7]2[C:8]([CH3:12])=[N:9][C:10]3[C:5]([CH:6]=2)=[CH:4][N:3]=[C:2]([NH:81][C:78](=[O:80])[CH3:79])[CH:11]=3)[CH:14]=[CH:15][C:16]=1[F:29]. (3) Given the reactants [OH:1][C@@H:2]1[CH2:9][N:8]([C:10](=[O:24])[C:11]([CH3:23])([CH3:22])[CH2:12][CH2:13][N:14]2[CH2:19][CH2:18][NH:17][C@@H:16]([CH3:20])[C:15]2=[O:21])[CH2:7][CH2:6][C:3]21[CH2:5][CH2:4]2.[Cl:25][C:26]1[CH:31]=[C:30]([N:32]=[C:33]=[O:34])[CH:29]=[CH:28][C:27]=1[O:35][C:36]([F:39])([F:38])[F:37], predict the reaction product. The product is: [Cl:25][C:26]1[CH:31]=[C:30]([NH:32][C:33]([N:17]2[CH2:18][CH2:19][N:14]([CH2:13][CH2:12][C:11]([CH3:23])([CH3:22])[C:10]([N:8]3[CH2:7][CH2:6][C:3]4([CH2:5][CH2:4]4)[C@H:2]([OH:1])[CH2:9]3)=[O:24])[C:15](=[O:21])[C@@H:16]2[CH3:20])=[O:34])[CH:29]=[CH:28][C:27]=1[O:35][C:36]([F:39])([F:38])[F:37]. (4) Given the reactants Cl[C:2]1[C:11]([O:12][CH2:13]C(F)(F)F)=[C:10]([Cl:18])[C:9]2[C:4](=[CH:5][CH:6]=[C:7]([C:19]([C:31]3[N:35]([CH3:36])[CH:34]=[N:33][CH:32]=3)([C:21]3[CH:22]=[N:23][C:24]([C:27]([F:30])([F:29])[F:28])=[CH:25][CH:26]=3)[OH:20])[CH:8]=2)[N:3]=1.[CH3:37][O-:38].[Na+], predict the reaction product. The product is: [Cl:18][C:10]1[C:9]2[C:4](=[CH:5][CH:6]=[C:7]([C:19]([C:31]3[N:35]([CH3:36])[CH:34]=[N:33][CH:32]=3)([C:21]3[CH:22]=[N:23][C:24]([C:27]([F:30])([F:29])[F:28])=[CH:25][CH:26]=3)[OH:20])[CH:8]=2)[N:3]=[C:2]([O:38][CH3:37])[C:11]=1[O:12][CH3:13]. (5) Given the reactants [C:1]([C:3]1[CH:4]=[C:5]([S:19]([NH:22][C:23]2[CH:28]=[CH:27][CH:26]=[CH:25][CH:24]=2)(=[O:21])=[O:20])[CH:6]=[CH:7][C:8]=1[O:9][C:10]1[CH:15]=[CH:14][C:13]([S:16][CH3:17])=[C:12]([CH3:18])[CH:11]=1)#[N:2].[H-].[H-].[H-].[H-].[Li+].[Al+3], predict the reaction product. The product is: [NH2:2][CH2:1][C:3]1[CH:4]=[C:5]([S:19]([NH:22][C:23]2[CH:24]=[CH:25][CH:26]=[CH:27][CH:28]=2)(=[O:20])=[O:21])[CH:6]=[CH:7][C:8]=1[O:9][C:10]1[CH:15]=[CH:14][C:13]([S:16][CH3:17])=[C:12]([CH3:18])[CH:11]=1. (6) Given the reactants [Li+].[F:2][C:3]([F:23])([F:22])[C:4]1[CH:9]=[CH:8][C:7]([N:10]2[CH2:15][CH2:14][N:13]([CH2:16][CH2:17][CH2:18][C:19]([O-])=[O:20])[CH2:12][CH2:11]2)=[CH:6][CH:5]=1.C(N(C(C)C)CC)(C)C.F[P-](F)(F)(F)(F)F.CN(C)C(ON1C2C=CC=CC=2N=N1)=[N+](C)C.Cl.[NH:58]1[CH2:63][CH2:62][CH:61]([NH:64][C:65]2[CH:72]=[CH:71][C:68]([C:69]#[N:70])=[C:67]([C:73]([F:76])([F:75])[F:74])[CH:66]=2)[CH2:60][CH2:59]1, predict the reaction product. The product is: [F:76][C:73]([F:74])([F:75])[C:67]1[CH:66]=[C:65]([NH:64][CH:61]2[CH2:62][CH2:63][N:58]([C:19](=[O:20])[CH2:18][CH2:17][CH2:16][N:13]3[CH2:14][CH2:15][N:10]([C:7]4[CH:6]=[CH:5][C:4]([C:3]([F:22])([F:23])[F:2])=[CH:9][CH:8]=4)[CH2:11][CH2:12]3)[CH2:59][CH2:60]2)[CH:72]=[CH:71][C:68]=1[C:69]#[N:70].